The task is: Regression. Given two drug SMILES strings and cell line genomic features, predict the synergy score measuring deviation from expected non-interaction effect.. This data is from NCI-60 drug combinations with 297,098 pairs across 59 cell lines. (1) Drug 1: C1CN1P(=S)(N2CC2)N3CC3. Drug 2: C1=NNC2=C1C(=O)NC=N2. Cell line: OVCAR-8. Synergy scores: CSS=9.85, Synergy_ZIP=-1.78, Synergy_Bliss=-0.118, Synergy_Loewe=-6.32, Synergy_HSA=-0.709. (2) Drug 1: CC1=C2C(C(=O)C3(C(CC4C(C3C(C(C2(C)C)(CC1OC(=O)C(C(C5=CC=CC=C5)NC(=O)OC(C)(C)C)O)O)OC(=O)C6=CC=CC=C6)(CO4)OC(=O)C)OC)C)OC. Drug 2: CNC(=O)C1=CC=CC=C1SC2=CC3=C(C=C2)C(=NN3)C=CC4=CC=CC=N4. Cell line: SNB-75. Synergy scores: CSS=26.1, Synergy_ZIP=-1.61, Synergy_Bliss=-0.0242, Synergy_Loewe=-15.4, Synergy_HSA=0.552. (3) Drug 1: C1CCC(CC1)NC(=O)N(CCCl)N=O. Drug 2: CC1=C(N=C(N=C1N)C(CC(=O)N)NCC(C(=O)N)N)C(=O)NC(C(C2=CN=CN2)OC3C(C(C(C(O3)CO)O)O)OC4C(C(C(C(O4)CO)O)OC(=O)N)O)C(=O)NC(C)C(C(C)C(=O)NC(C(C)O)C(=O)NCCC5=NC(=CS5)C6=NC(=CS6)C(=O)NCCC[S+](C)C)O. Cell line: CCRF-CEM. Synergy scores: CSS=23.1, Synergy_ZIP=3.41, Synergy_Bliss=3.93, Synergy_Loewe=2.74, Synergy_HSA=3.15. (4) Drug 1: CC1C(C(=O)NC(C(=O)N2CCCC2C(=O)N(CC(=O)N(C(C(=O)O1)C(C)C)C)C)C(C)C)NC(=O)C3=C4C(=C(C=C3)C)OC5=C(C(=O)C(=C(C5=N4)C(=O)NC6C(OC(=O)C(N(C(=O)CN(C(=O)C7CCCN7C(=O)C(NC6=O)C(C)C)C)C)C(C)C)C)N)C. Drug 2: CC(C)CN1C=NC2=C1C3=CC=CC=C3N=C2N. Cell line: MCF7. Synergy scores: CSS=-1.51, Synergy_ZIP=-4.87, Synergy_Bliss=-10.6, Synergy_Loewe=-18.1, Synergy_HSA=-11.4. (5) Drug 1: CCN(CC)CCNC(=O)C1=C(NC(=C1C)C=C2C3=C(C=CC(=C3)F)NC2=O)C. Drug 2: CS(=O)(=O)OCCCCOS(=O)(=O)C. Cell line: SNB-19. Synergy scores: CSS=5.08, Synergy_ZIP=-3.68, Synergy_Bliss=-4.80, Synergy_Loewe=-1.51, Synergy_HSA=-2.35. (6) Drug 1: CN1CCC(CC1)COC2=C(C=C3C(=C2)N=CN=C3NC4=C(C=C(C=C4)Br)F)OC. Drug 2: CS(=O)(=O)C1=CC(=C(C=C1)C(=O)NC2=CC(=C(C=C2)Cl)C3=CC=CC=N3)Cl. Cell line: HCC-2998. Synergy scores: CSS=14.2, Synergy_ZIP=-0.664, Synergy_Bliss=5.30, Synergy_Loewe=3.37, Synergy_HSA=4.09.